From a dataset of Forward reaction prediction with 1.9M reactions from USPTO patents (1976-2016). Predict the product of the given reaction. (1) Given the reactants [OH:1][C:2]1[CH:3]=[C:4]([C:8]2[C:16]3[C:11](=[CH:12][CH:13]=[C:14]([C:17]#[N:18])[CH:15]=3)[N:10](C3CCCCO3)[N:9]=2)[CH:5]=[CH:6][CH:7]=1.C1(P(C2C=CC=CC=2)C2C=CC=CC=2)C=CC=CC=1.O[CH2:45][CH2:46][N:47]1[CH2:52][CH2:51][O:50][CH2:49][CH2:48]1.N(C(OCC)=O)=NC(OCC)=O.[N:65]([Sn](CCCC)(CCCC)CCCC)=[N+:66]=[N-:67], predict the reaction product. The product is: [NH:18]1[C:17]([C:14]2[CH:15]=[C:16]3[C:11](=[CH:12][CH:13]=2)[NH:10][N:9]=[C:8]3[C:4]2[CH:5]=[CH:6][CH:7]=[C:2]([O:1][CH2:45][CH2:46][N:47]3[CH2:52][CH2:51][O:50][CH2:49][CH2:48]3)[CH:3]=2)=[N:67][N:66]=[N:65]1. (2) Given the reactants [OH:1][C@@H:2]1[CH2:7][CH2:6][N:5]([C:8]([O:10]C(C)(C)C)=O)[C@H:4]([CH3:15])[CH2:3]1.F[C:17]1[CH:24]=[CH:23][C:22]([C:25]2[N:30]=[C:29]([NH:31][C:32]3[CH:37]=[CH:36][C:35]([N:38]4[CH2:43][CH2:42][N:41]([CH:44]5[CH2:47][O:46][CH2:45]5)[CH2:40][CH2:39]4)=[CH:34][CH:33]=3)[N:28]=[CH:27][N:26]=2)=[CH:21][C:18]=1[C:19]#[N:20].[OH:48][C@@H:49](C)[C:50](O)=O, predict the reaction product. The product is: [OH:48][C@@H:49]([CH3:50])[C:8]([N:5]1[CH2:6][CH2:7][C@@H:2]([O:1][C:17]2[CH:24]=[CH:23][C:22]([C:25]3[N:30]=[C:29]([NH:31][C:32]4[CH:37]=[CH:36][C:35]([N:38]5[CH2:43][CH2:42][N:41]([CH:44]6[CH2:47][O:46][CH2:45]6)[CH2:40][CH2:39]5)=[CH:34][CH:33]=4)[N:28]=[CH:27][N:26]=3)=[CH:21][C:18]=2[C:19]#[N:20])[CH2:3][C@H:4]1[CH3:15])=[O:10]. (3) Given the reactants [NH2:1][C:2]1[C:3]2[C:13]([S:14][CH3:15])=[CH:12][C:11]([N:16]3[CH2:21][CH2:20][CH:19]([NH2:22])[CH2:18][CH2:17]3)=[CH:10][C:4]=2[S:5][C:6]=1[C:7]([NH2:9])=[O:8].[C:23](=[O:26])([O-])[O-:24].[K+].[K+], predict the reaction product. The product is: [C:3]([O:24][C:23](=[O:26])[NH:22][CH:19]1[CH2:18][CH2:17][N:16]([C:11]2[CH:12]=[C:13]([S:14][CH3:15])[C:3]3[C:2]([NH2:1])=[C:6]([C:7](=[O:8])[NH2:9])[S:5][C:4]=3[CH:10]=2)[CH2:21][CH2:20]1)([CH3:13])([CH3:4])[CH3:2].